The task is: Regression. Given two drug SMILES strings and cell line genomic features, predict the synergy score measuring deviation from expected non-interaction effect.. This data is from NCI-60 drug combinations with 297,098 pairs across 59 cell lines. (1) Cell line: SK-MEL-2. Synergy scores: CSS=-2.93, Synergy_ZIP=4.67, Synergy_Bliss=6.21, Synergy_Loewe=-1.20, Synergy_HSA=0.0898. Drug 1: CC1=CC2C(CCC3(C2CCC3(C(=O)C)OC(=O)C)C)C4(C1=CC(=O)CC4)C. Drug 2: CC1=C(N=C(N=C1N)C(CC(=O)N)NCC(C(=O)N)N)C(=O)NC(C(C2=CN=CN2)OC3C(C(C(C(O3)CO)O)O)OC4C(C(C(C(O4)CO)O)OC(=O)N)O)C(=O)NC(C)C(C(C)C(=O)NC(C(C)O)C(=O)NCCC5=NC(=CS5)C6=NC(=CS6)C(=O)NCCC[S+](C)C)O. (2) Drug 1: CC1OCC2C(O1)C(C(C(O2)OC3C4COC(=O)C4C(C5=CC6=C(C=C35)OCO6)C7=CC(=C(C(=C7)OC)O)OC)O)O. Drug 2: CN1C(=O)N2C=NC(=C2N=N1)C(=O)N. Cell line: A498. Synergy scores: CSS=23.1, Synergy_ZIP=1.46, Synergy_Bliss=0.801, Synergy_Loewe=-18.4, Synergy_HSA=-0.998.